From a dataset of Peptide-MHC class II binding affinity with 134,281 pairs from IEDB. Regression. Given a peptide amino acid sequence and an MHC pseudo amino acid sequence, predict their binding affinity value. This is MHC class II binding data. The peptide sequence is YVDRFYKTLRAEQASQEV. The MHC is DRB1_0401 with pseudo-sequence DRB1_0401. The binding affinity (normalized) is 0.774.